This data is from Experimentally validated miRNA-target interactions with 360,000+ pairs, plus equal number of negative samples. The task is: Binary Classification. Given a miRNA mature sequence and a target amino acid sequence, predict their likelihood of interaction. (1) The miRNA is hsa-miR-2116-3p with sequence CCUCCCAUGCCAAGAACUCCC. The protein sequence of the target gene is MGSRASTLLRDEELEEIKKETGFSHSQITRLYSRFTSLDKGENGTLSREDFQRIPELAINPLGDRIINAFFPEGEDQVNFRGFMRTLAHFRPIEDNEKSKDVNGPEPLNSRSNKLHFAFRLYDLDKDEKISRDELLQVLRMMVGVNISDEQLGSIADRTIQEADQDGDSAISFTEFVKVLEKVDVEQKMSIRFLH. Result: 0 (no interaction). (2) The miRNA is hsa-miR-889-3p with sequence UUAAUAUCGGACAACCAUUGU. The protein sequence of the target gene is MALGTTLRASLLLLGLLTEGLAQLAIPASVPRGFWALPENLTVVEGASVELRCGVSTPGSAVQWAKDGLLLGPDPRIPGFPRYRLEGDPARGEFHLHIEACDLSDDAEYECQVGRSEMGPELVSPRVILSILVPPKLLLLTPEAGTMVTWVAGQEYVVNCVSGDAKPAPDITILLSGQTISDISANVNEGSQQKLFTVEATARVTPRSSDNRQLLVCEASSPALEAPIKASFTVNVLFPPGPPVIEWPGLDEGHVRAGQSLELPCVARGGNPLATLQWLKNGQPVSTAWGTEHTQAVARS.... Result: 0 (no interaction). (3) The miRNA is mmu-miR-27b-3p with sequence UUCACAGUGGCUAAGUUCUGC. The protein sequence of the target gene is MSPARLRPRLHFCLVLLLLLVVPAAWGCGPGRVVGSRRRPPRKLVPLAYKQFSPNVPEKTLGASGRYEGKIARSSERFKELTPNYNPDIIFKDEENTGADRLMTQRCKDRLNSLAISVMNQWPGVKLRVTEGWDEDGHHSEESLHYEGRAVDITTSDRDRNKYGLLARLAVEAGFDWVYYESKAHVHCSVKSEHSAAAKTGGCFPAGAQVRLESGARVALSAVRPGDRVLAMGEDGSPTFSDVLIFLDREPHRLRAFQVIETQDPPRRLALTPAHLLFTADNHTEPAARFRATFASHVQP.... Result: 0 (no interaction). (4) The miRNA is hsa-miR-6720-5p with sequence UUCCAGCCCUGGUAGGCGCCGCG. The protein sequence of the target gene is MLPLSLLKTAQNHPMLVELKNGETYNGHLVSCDNWMNINLREVICTSRDGDKFWRMPECYIRGSTIKYLRIPDEIIDMVKEEVVAKGRGRGGLQQQKQQKGRGMGGAGRGVFGGRGRGGIPGTGRGQPEKKPGRQAGKQ. Result: 1 (interaction). (5) Result: 1 (interaction). The protein sequence of the target gene is MVNFTVDQIRAIMDKKANIRNMSVIAHVDHGKSTLTDSLVCKAGIIASARAGETRFTDTRKDEQERCITIKSTAISLFYELSENDLNFIKQSKDGAGFLINLIDSPGHVDFSSEVTAALRVTDGALVVVDCVSGVCVQTETVLRQAIAERIKPVLMMNKMDRALLELQLEPEELYQTFQRIVENVNVIISTYGEGESGPMGNIMIDPVLGTVGFGSGLHGWAFTLKQFAEMYVAKFAAKGEGQLGPAERAKKVEDMMKKLWGDRYFDPANGKFSKSATSPEGKKLPRTFCQLILDPIFKV.... The miRNA is hsa-miR-4518 with sequence GCUCAGGGAUGAUAACUGUGCUGAGA. (6) The miRNA is rno-miR-34a-5p with sequence UGGCAGUGUCUUAGCUGGUUGU. The protein sequence of the target gene is MLGSLGLWALLPTAVEAPPNRRTCVFFEAPGVRGSTKTLGELLDTGTELPRAIRCLYSRCCFGIWNLTQDRAQVEMQGCRDSDEPGCESLHCDPSPRAHPSPGSTLFTCSCGTDFCNANYSHLPPPGSPGTPGSQGPQAAPGESIWMALVLLGLFLLLLLLLGSIILALLQRKNYRVRGEPVPEPRPDSGRDWSVELQELPELCFSQVIREGGHAVVWAGQLQGKLVAIKAFPPRSVAQFQAERALYELPGLQHDHIVRFITASRGGPGRLLSGPLLVLELHPKGSLCHYLTQYTSDWGS.... Result: 0 (no interaction). (7) The miRNA is hsa-miR-6511a-5p with sequence CAGGCAGAAGUGGGGCUGACAGG. The protein sequence of the target gene is MSADAAAGAPLPRLCCLEKGPNGYGFHLHGEKGKLGQYIRLVEPGSPAEKAGLLAGDRLVEVNGENVEKETHQQVVSRIRAALNAVRLLVVDPETDEQLQKLGVQVREELLRAQEAPGQAEPPAAAEVQGAGNENEPREADKSHPEQRELRPRLCTMKKGPSGYGFNLHSDKSKPGQFIRSVDPDSPAEASGLRAQDRIVEVNGVCMEGKQHGDVVSAIRAGGDETKLLVVDRETDEFFKKCRVIPSQEHLNGPLPVPFTNGEIQKENSREALAEAALESPRPALVRSASSDTSEELNSQ.... Result: 1 (interaction). (8) The miRNA is hsa-miR-4294 with sequence GGGAGUCUACAGCAGGG. The protein sequence of the target gene is MEPITFTARKHLLSNEVSVDFGLQLVGSLPVHSLTTMPMLPWVVAEVRRLSRQSTRKEPVTKQVRLCVSPSGLRCEPEPGRSQQWDPLIYSSIFECKPQRVHKLIHNSHDPSYFACLIKEDAVHRQSICYVFKADDQTKVPEIISSIRQAGKIARQEELHCPSEFDDTFSKKFEVLFCGRVTVAHKKAPPALIDECIEKFNHVSGSRGSESPRPNPPHAAPTGSQEPVRRPMRKSFSQPGLRSLAFRKELQDGGLRSSGFFSSFEESDIENHLISGHNIVQPTDIEENRTMLFTIGQSEV.... Result: 0 (no interaction). (9) The miRNA is hsa-miR-518c-3p with sequence CAAAGCGCUUCUCUUUAGAGUGU. The protein sequence of the target gene is MFGRLPPCASRVRAGALVGALGARTCGSSGAQRQGSAPDDSGAGLARGALREWTLQVSPFGRLRARLPCHLAVRPLDPLAHPDGDRVQVAVCGVEHVARGLDSLQVKYDADRQEMAILSDDIDPQASVEVNAPVKFDLSIESSGSGSVKVQNIECDSCKIDTEQGTSILQSVKSQKLHVQTKGGDVICCGTVYGNIDIHASDKSTVSIEKLQGSCVNISTEDGLLQAKYLYTESSFLSSAAGNIALGNVHGNIILQSKMGNITVDSSCGCLKASSHQGAIDVYVSQLGEVALTTEEGSIA.... Result: 0 (no interaction). (10) The miRNA is rno-miR-485-5p with sequence AGAGGCUGGCCGUGAUGAAUUC. The protein sequence of the target gene is MTSCGQRSRNVLAVFSLLFPAVLSAHFRVCEPYTDHKGRYHFGFHCPRLSDNKTFVLCCHHNNTVFKYCCNETEFQAVMQANLTAGPEGYMHNNYTALLGVWIYGFFVLTLLVLDLLYYSAMNYDICKVYLTRWGIQGRWMKQDPRRWGNPARAPRPGQPAPQPQPPPGTLPQAPQAVHTLRGDTHSPPLMTFQSSSA. Result: 0 (no interaction).